From a dataset of CYP2C9 inhibition data for predicting drug metabolism from PubChem BioAssay. Regression/Classification. Given a drug SMILES string, predict its absorption, distribution, metabolism, or excretion properties. Task type varies by dataset: regression for continuous measurements (e.g., permeability, clearance, half-life) or binary classification for categorical outcomes (e.g., BBB penetration, CYP inhibition). Dataset: cyp2c9_veith. (1) The drug is c1ccc([C@H]2NCCc3c2[nH]c2ccccc32)cc1. The result is 0 (non-inhibitor). (2) The compound is c1ccc(N2CCCC3(CCNCC3)C2)cc1. The result is 0 (non-inhibitor). (3) The molecule is c1ccc(-c2cc(-c3cc(-c4ccccn4)[nH]n3)n[nH]2)nc1. The result is 0 (non-inhibitor). (4) The drug is COCCNC(=O)c1ccc2c(c1)nc(C)n2-c1cc(OC)c(OC)c(OC)c1. The result is 0 (non-inhibitor).